This data is from Catalyst prediction with 721,799 reactions and 888 catalyst types from USPTO. The task is: Predict which catalyst facilitates the given reaction. (1) Reactant: [I:1][C:2]1[CH:7]=[CH:6][N:5]=[C:4]2[N:8](C(=O)C)[CH:9]=[CH:10][C:3]=12.C[O-].[Na+].CO. Product: [I:1][C:2]1[CH:7]=[CH:6][N:5]=[C:4]2[NH:8][CH:9]=[CH:10][C:3]=12. The catalyst class is: 8. (2) Reactant: N#N.[CH3:3][O:4][CH2:5][C:6]1[O:7][CH:8]=[C:9]([CH2:11][N:12]2[N:16]=[C:15]([N+:17]([O-])=O)[CH:14]=[N:13]2)[N:10]=1.[NH4+].[Cl-]. The catalyst class is: 314. Product: [CH3:3][O:4][CH2:5][C:6]1[O:7][CH:8]=[C:9]([CH2:11][N:12]2[N:16]=[C:15]([NH2:17])[CH:14]=[N:13]2)[N:10]=1. (3) Reactant: [CH2:1]([N:8]1[CH:12]=[N:11][N:10]=[N:9]1)[C:2]1[CH:7]=[CH:6][CH:5]=[CH:4][CH:3]=1.[OH-].[Na+].[CH:15](=[O:22])[C:16]1[CH:21]=[CH:20][CH:19]=[CH:18][CH:17]=1. Product: [CH2:1]([N:8]1[C:12]([CH:15]([C:16]2[CH:21]=[CH:20][CH:19]=[CH:18][CH:17]=2)[OH:22])=[N:11][N:10]=[N:9]1)[C:2]1[CH:3]=[CH:4][CH:5]=[CH:6][CH:7]=1. The catalyst class is: 1. (4) Reactant: Cl.[CH3:2][O:3][C:4](=[O:11])[CH2:5][CH2:6][CH2:7][CH2:8][CH2:9][NH2:10].C(N(CC)CC)C.C(Cl)Cl.[C:22]1([S:28]([N:31]=[C:32]=[O:33])(=[O:30])=[O:29])[CH:27]=[CH:26][CH:25]=[CH:24][CH:23]=1. Product: [CH3:2][O:3][C:4](=[O:11])[CH2:5][CH2:6][CH2:7][CH2:8][CH2:9][NH:10][C:32]([NH:31][S:28]([C:22]1[CH:23]=[CH:24][CH:25]=[CH:26][CH:27]=1)(=[O:30])=[O:29])=[O:33]. The catalyst class is: 850. (5) Reactant: [Cl:1][C:2]1[CH:7]=[C:6]([C:8]#[N:9])[CH:5]=[C:4]([O:10][C:11]2[C:16]([Cl:17])=[CH:15][CH:14]=[C:13]([CH3:18])[C:12]=2[F:19])[N:3]=1.C1C(=O)N([Br:27])C(=O)C1. Product: [Br:27][CH2:18][C:13]1[C:12]([F:19])=[C:11]([O:10][C:4]2[CH:5]=[C:6]([C:8]#[N:9])[CH:7]=[C:2]([Cl:1])[N:3]=2)[C:16]([Cl:17])=[CH:15][CH:14]=1. The catalyst class is: 53. (6) Reactant: [H-].[H-].[H-].[H-].[Li+].[Al+3].[NH2:7][CH2:8][C:9]1[C:10]([CH3:31])=[CH:11][C:12]([N:16]([C:24](OC(C)(C)C)=O)[C:17](=O)OC(C)(C)C)=[N:13][C:14]=1[CH3:15]. Product: [NH2:7][CH2:8][C:9]1[C:10]([CH3:31])=[CH:11][C:12]([N:16]([CH3:17])[CH3:24])=[N:13][C:14]=1[CH3:15]. The catalyst class is: 7. (7) Reactant: Cl[C:2]1[CH:11]=[C:10]([Cl:12])[C:9]2[C:4](=[CH:5][CH:6]=[CH:7][CH:8]=2)[N:3]=1.Cl.[O:14]1[C:20]2[CH:21]=[CH:22][CH:23]=[CH:24][C:19]=2[CH2:18][NH:17][CH2:16][CH2:15]1.C(N(C(C)C)CC)(C)C.CN1CCCC1=O. Product: [Cl:12][C:10]1[C:9]2[C:4](=[CH:5][CH:6]=[CH:7][CH:8]=2)[N:3]=[C:2]([N:17]2[CH2:18][C:19]3[CH:24]=[CH:23][CH:22]=[CH:21][C:20]=3[O:14][CH2:15][CH2:16]2)[CH:11]=1. The catalyst class is: 170.